The task is: Regression. Given two drug SMILES strings and cell line genomic features, predict the synergy score measuring deviation from expected non-interaction effect.. This data is from NCI-60 drug combinations with 297,098 pairs across 59 cell lines. (1) Drug 2: CC1=C2C(C(=O)C3(C(CC4C(C3C(C(C2(C)C)(CC1OC(=O)C(C(C5=CC=CC=C5)NC(=O)C6=CC=CC=C6)O)O)OC(=O)C7=CC=CC=C7)(CO4)OC(=O)C)O)C)OC(=O)C. Drug 1: C1=CN(C(=O)N=C1N)C2C(C(C(O2)CO)O)O.Cl. Synergy scores: CSS=47.3, Synergy_ZIP=-4.32, Synergy_Bliss=-10.5, Synergy_Loewe=-18.1, Synergy_HSA=-8.54. Cell line: HCT116. (2) Drug 1: CC=C1C(=O)NC(C(=O)OC2CC(=O)NC(C(=O)NC(CSSCCC=C2)C(=O)N1)C(C)C)C(C)C. Drug 2: CCC1=C2CN3C(=CC4=C(C3=O)COC(=O)C4(CC)O)C2=NC5=C1C=C(C=C5)O. Cell line: HL-60(TB). Synergy scores: CSS=59.7, Synergy_ZIP=2.67, Synergy_Bliss=-0.760, Synergy_Loewe=-21.6, Synergy_HSA=0.907. (3) Drug 1: CC1=CC=C(C=C1)C2=CC(=NN2C3=CC=C(C=C3)S(=O)(=O)N)C(F)(F)F. Drug 2: CC1CCCC2(C(O2)CC(NC(=O)CC(C(C(=O)C(C1O)C)(C)C)O)C(=CC3=CSC(=N3)C)C)C. Cell line: OVCAR-8. Synergy scores: CSS=32.7, Synergy_ZIP=0.205, Synergy_Bliss=-3.48, Synergy_Loewe=-39.5, Synergy_HSA=-3.84. (4) Drug 1: C1CN1P(=S)(N2CC2)N3CC3. Drug 2: COC1=C2C(=CC3=C1OC=C3)C=CC(=O)O2. Cell line: NCIH23. Synergy scores: CSS=9.38, Synergy_ZIP=-5.95, Synergy_Bliss=-7.84, Synergy_Loewe=-9.09, Synergy_HSA=-5.42. (5) Drug 1: CC1=C2C(C(=O)C3(C(CC4C(C3C(C(C2(C)C)(CC1OC(=O)C(C(C5=CC=CC=C5)NC(=O)OC(C)(C)C)O)O)OC(=O)C6=CC=CC=C6)(CO4)OC(=O)C)OC)C)OC. Drug 2: C1CN(CCN1C(=O)CCBr)C(=O)CCBr. Cell line: IGROV1. Synergy scores: CSS=20.6, Synergy_ZIP=-14.8, Synergy_Bliss=-20.8, Synergy_Loewe=-15.7, Synergy_HSA=-14.1. (6) Drug 1: CCC1=CC2CC(C3=C(CN(C2)C1)C4=CC=CC=C4N3)(C5=C(C=C6C(=C5)C78CCN9C7C(C=CC9)(C(C(C8N6C)(C(=O)OC)O)OC(=O)C)CC)OC)C(=O)OC.C(C(C(=O)O)O)(C(=O)O)O. Drug 2: CCC1=C2CN3C(=CC4=C(C3=O)COC(=O)C4(CC)O)C2=NC5=C1C=C(C=C5)O. Cell line: IGROV1. Synergy scores: CSS=48.4, Synergy_ZIP=-13.6, Synergy_Bliss=-1.86, Synergy_Loewe=1.18, Synergy_HSA=3.06. (7) Drug 1: C1=NC2=C(N1)C(=S)N=CN2. Drug 2: CC(C)NC(=O)C1=CC=C(C=C1)CNNC.Cl. Cell line: LOX IMVI. Synergy scores: CSS=31.4, Synergy_ZIP=1.52, Synergy_Bliss=1.57, Synergy_Loewe=-18.4, Synergy_HSA=1.32.